Task: Predict which catalyst facilitates the given reaction.. Dataset: Catalyst prediction with 721,799 reactions and 888 catalyst types from USPTO (1) Reactant: [CH3:1][S:2](Cl)(=[O:4])=[O:3].[Cl:6][C:7]1[CH:32]=[CH:31][C:10]2[N:11]3[C:15]([CH2:16][NH:17][CH2:18][C:9]=2[CH:8]=1)=[N:14][N:13]=[C:12]3[CH:19]1[CH2:24][CH2:23][N:22]([C:25]2[CH:30]=[CH:29][CH:28]=[CH:27][N:26]=2)[CH2:21][CH2:20]1. The catalyst class is: 4. Product: [Cl:6][C:7]1[CH:32]=[CH:31][C:10]2[N:11]3[C:15]([CH2:16][N:17]([S:2]([CH3:1])(=[O:4])=[O:3])[CH2:18][C:9]=2[CH:8]=1)=[N:14][N:13]=[C:12]3[CH:19]1[CH2:20][CH2:21][N:22]([C:25]2[CH:30]=[CH:29][CH:28]=[CH:27][N:26]=2)[CH2:23][CH2:24]1. (2) Reactant: Cl[C:2]1[CH:7]=[C:6]([C:8]2[C:9]([NH2:14])=[N:10][CH:11]=[CH:12][CH:13]=2)[C:5]([Cl:15])=[CH:4][N:3]=1.[CH3:16][O-:17].[Na+]. Product: [Cl:15][C:5]1[C:6]([C:8]2[C:9]([NH2:14])=[N:10][CH:11]=[CH:12][CH:13]=2)=[CH:7][C:2]([O:17][CH3:16])=[N:3][CH:4]=1. The catalyst class is: 5. (3) Reactant: [C:1]([O:5][C:6]([N:8]1[CH2:20][C@@H:19]([CH3:21])[N:18]2[C@H:10]([CH2:11][C:12]3[C:17]2=[N:16][C:15]([CH2:22][OH:23])=[C:14](Br)[CH:13]=3)[CH2:9]1)=[O:7])([CH3:4])([CH3:3])[CH3:2].[C]=O.C1C=CC(P(C2C=CC=CC=2)CCCP(C2C=CC=CC=2)C2C=CC=CC=2)=CC=1.C(N(CC)CC)C.[CH3:63][OH:64]. Product: [C:1]([O:5][C:6]([N:8]1[CH2:9][C@@H:10]2[N:18]([C:17]3[N:16]=[C:15]4[CH2:22][O:23][C:63](=[O:64])[C:14]4=[CH:13][C:12]=3[CH2:11]2)[C@H:19]([CH3:21])[CH2:20]1)=[O:7])([CH3:4])([CH3:3])[CH3:2]. The catalyst class is: 167. (4) Reactant: [CH3:1][O:2][C:3]1[CH:4]=[C:5]([S:11]([C:14]2[S:18][C:17]([CH2:19][N:20](C)[C:21](=O)OC(C)(C)C)=[N:16][C:15]=2[C:29]2[C:30]([F:35])=[N:31][CH:32]=[CH:33][CH:34]=2)(=[O:13])=[O:12])[CH:6]=[CH:7][C:8]=1[O:9][CH3:10].C(OCC)(=O)C.[ClH:42]. Product: [ClH:42].[CH3:1][O:2][C:3]1[CH:4]=[C:5]([S:11]([C:14]2[S:18][C:17]([CH2:19][NH:20][CH3:21])=[N:16][C:15]=2[C:29]2[C:30]([F:35])=[N:31][CH:32]=[CH:33][CH:34]=2)(=[O:13])=[O:12])[CH:6]=[CH:7][C:8]=1[O:9][CH3:10]. The catalyst class is: 8. (5) Reactant: [Cl:1][C:2]1[CH:3]=[N:4][CH:5]=[C:6]([Cl:10])[C:7]=1[CH2:8]O.C1(P(C2C=CC=CC=2)C2C=CC=CC=2)C=CC=CC=1.C(Br)(Br)(Br)[Br:31]. Product: [Br:31][CH2:8][C:7]1[C:2]([Cl:1])=[CH:3][N:4]=[CH:5][C:6]=1[Cl:10]. The catalyst class is: 2. (6) Reactant: [NH2:1][C:2]1[CH:10]=[N:9][CH:8]=[C:7]([O:11][CH3:12])[C:3]=1[C:4](O)=[O:5].[N:13]1C=CC=CC=1.C(OC(OC(C)(C)C)=O)(OC(C)(C)C)=O.C(=O)([O-])[O-].[NH4+].[NH4+]. Product: [NH2:1][C:2]1[CH:10]=[N:9][CH:8]=[C:7]([O:11][CH3:12])[C:3]=1[C:4]([NH2:13])=[O:5]. The catalyst class is: 472. (7) Reactant: N1(C2CCCCCCCCCC2)CCCN=CCCCCC1.[C:23]([C:25]1[CH:26]=[CH:27][C:28]([F:56])=[C:29]([C@:31]23[CH2:40][O:39][C@@H:38]([C:41]4[CH:42]=[N:43][N:44]([CH3:46])[CH:45]=4)[CH2:37][C@H:36]2[CH2:35][S:34][C:33]([NH:47]C(=O)C2C=CC=CC=2)=[N:32]3)[CH:30]=1)#[N:24]. Product: [NH2:47][C:33]1[S:34][CH2:35][C@@H:36]2[CH2:37][C@H:38]([C:41]3[CH:42]=[N:43][N:44]([CH3:46])[CH:45]=3)[O:39][CH2:40][C@:31]2([C:29]2[CH:30]=[C:25]([CH:26]=[CH:27][C:28]=2[F:56])[C:23]#[N:24])[N:32]=1. The catalyst class is: 5. (8) Reactant: [CH3:1][N:2]1[CH:6]=[C:5]([C:7]([CH:14]2[CH2:19][CH2:18][O:17][CH2:16][CH2:15]2)=[CH:8][C:9]([O:11][CH2:12][CH3:13])=[O:10])[CH:4]=[N:3]1. Product: [CH3:1][N:2]1[CH:6]=[C:5]([CH:7]([CH:14]2[CH2:15][CH2:16][O:17][CH2:18][CH2:19]2)[CH2:8][C:9]([O:11][CH2:12][CH3:13])=[O:10])[CH:4]=[N:3]1. The catalyst class is: 5. (9) Reactant: [CH3:1][CH:2]([CH3:19])[CH2:3][C:4]([NH:6][C:7]1[C:11]2[CH:12]=[CH:13][CH:14]=[CH:15][C:10]=2[O:9][C:8]=1[C:16]([NH2:18])=[O:17])=O.[OH-].[Na+].Cl. Product: [CH2:3]([C:4]1[NH:18][C:16](=[O:17])[C:8]2[O:9][C:10]3[CH:15]=[CH:14][CH:13]=[CH:12][C:11]=3[C:7]=2[N:6]=1)[CH:2]([CH3:19])[CH3:1]. The catalyst class is: 14.